The task is: Predict the reactants needed to synthesize the given product.. This data is from Full USPTO retrosynthesis dataset with 1.9M reactions from patents (1976-2016). (1) Given the product [ClH:30].[NH2:7][CH:8]1[C:14](=[O:15])[N:13]([CH2:16][C:17]2[CH:18]=[C:19]([F:24])[CH:20]=[C:21]([F:23])[CH:22]=2)[C:12]2[CH:25]=[CH:26][CH:27]=[CH:28][C:11]=2[S:10][CH2:9]1, predict the reactants needed to synthesize it. The reactants are: C(OC(=O)[NH:7][CH:8]1[C:14](=[O:15])[N:13]([CH2:16][C:17]2[CH:22]=[C:21]([F:23])[CH:20]=[C:19]([F:24])[CH:18]=2)[C:12]2[CH:25]=[CH:26][CH:27]=[CH:28][C:11]=2[S:10][CH2:9]1)(C)(C)C.[ClH:30]. (2) Given the product [I:20][C:8]1[C:7]2[C:2]([NH:28][CH:25]3[CH2:26][CH2:27][O:22][CH2:23][CH2:24]3)=[N:3][C:4]([CH3:21])=[CH:5][C:6]=2[N:10]([CH2:11][C:12]2[CH:17]=[CH:16][C:15]([O:18][CH3:19])=[CH:14][CH:13]=2)[N:9]=1, predict the reactants needed to synthesize it. The reactants are: Cl[C:2]1[C:7]2[C:8]([I:20])=[N:9][N:10]([CH2:11][C:12]3[CH:17]=[CH:16][C:15]([O:18][CH3:19])=[CH:14][CH:13]=3)[C:6]=2[CH:5]=[C:4]([CH3:21])[N:3]=1.[O:22]1[CH2:27][CH2:26][CH:25]([NH2:28])[CH2:24][CH2:23]1.C(N(C(C)C)CC)(C)C. (3) Given the product [CH3:29][O:30][C:31](=[O:50])[C:32]1[CH:37]=[CH:36][C:35]([NH:38][CH:39]2[CH2:44][CH2:43][CH2:42][CH2:41][CH:40]2[C:45]([F:48])([F:46])[F:47])=[C:34]([NH:49][C:7](=[O:9])[CH2:6][C:2]2[S:1][CH:5]=[CH:4][CH:3]=2)[CH:33]=1, predict the reactants needed to synthesize it. The reactants are: [S:1]1[CH:5]=[CH:4][CH:3]=[C:2]1[CH2:6][C:7]([OH:9])=O.C1C=NC2N(O)N=NC=2C=1.CCN(C(C)C)C(C)C.[CH3:29][O:30][C:31](=[O:50])[C:32]1[CH:37]=[CH:36][C:35]([NH:38][CH:39]2[CH2:44][CH2:43][CH2:42][CH2:41][CH:40]2[C:45]([F:48])([F:47])[F:46])=[C:34]([NH2:49])[CH:33]=1.